This data is from NCI-60 drug combinations with 297,098 pairs across 59 cell lines. The task is: Regression. Given two drug SMILES strings and cell line genomic features, predict the synergy score measuring deviation from expected non-interaction effect. (1) Drug 1: CC1=CC2C(CCC3(C2CCC3(C(=O)C)OC(=O)C)C)C4(C1=CC(=O)CC4)C. Cell line: MOLT-4. Drug 2: C1=CC(=CC=C1C#N)C(C2=CC=C(C=C2)C#N)N3C=NC=N3. Synergy scores: CSS=7.90, Synergy_ZIP=-2.04, Synergy_Bliss=2.42, Synergy_Loewe=2.40, Synergy_HSA=3.06. (2) Drug 1: C1=C(C(=O)NC(=O)N1)F. Drug 2: B(C(CC(C)C)NC(=O)C(CC1=CC=CC=C1)NC(=O)C2=NC=CN=C2)(O)O. Cell line: OVCAR-4. Synergy scores: CSS=40.7, Synergy_ZIP=-0.269, Synergy_Bliss=-2.63, Synergy_Loewe=-2.43, Synergy_HSA=-2.42. (3) Cell line: RXF 393. Synergy scores: CSS=1.87, Synergy_ZIP=0.0717, Synergy_Bliss=1.34, Synergy_Loewe=-4.57, Synergy_HSA=-3.26. Drug 2: C1=CC=C(C=C1)NC(=O)CCCCCCC(=O)NO. Drug 1: CC(C)(C#N)C1=CC(=CC(=C1)CN2C=NC=N2)C(C)(C)C#N. (4) Drug 1: CC1=C(C(=O)C2=C(C1=O)N3CC4C(C3(C2COC(=O)N)OC)N4)N. Drug 2: CC1CCCC2(C(O2)CC(NC(=O)CC(C(C(=O)C(C1O)C)(C)C)O)C(=CC3=CSC(=N3)C)C)C. Cell line: MCF7. Synergy scores: CSS=40.5, Synergy_ZIP=-4.40, Synergy_Bliss=-4.33, Synergy_Loewe=-5.87, Synergy_HSA=0.0789. (5) Drug 1: CC1=C2C(C(=O)C3(C(CC4C(C3C(C(C2(C)C)(CC1OC(=O)C(C(C5=CC=CC=C5)NC(=O)OC(C)(C)C)O)O)OC(=O)C6=CC=CC=C6)(CO4)OC(=O)C)OC)C)OC. Drug 2: CS(=O)(=O)CCNCC1=CC=C(O1)C2=CC3=C(C=C2)N=CN=C3NC4=CC(=C(C=C4)OCC5=CC(=CC=C5)F)Cl. Cell line: NCIH23. Synergy scores: CSS=57.3, Synergy_ZIP=18.3, Synergy_Bliss=20.7, Synergy_Loewe=-22.7, Synergy_HSA=20.0.